From a dataset of Reaction yield outcomes from USPTO patents with 853,638 reactions. Predict the reaction yield, written as a fraction of the theoretical maximum amount of product (1.0 means a 100% yield; for example, 0.34 means a 34% yield). (1) The reactants are [O:1]([C:8]1[CH:13]=[CH:12][C:11]([C:14]2[C:22]3[C:17](=[N:18][CH:19]=[N:20][C:21]=3[NH2:23])[N:16]([C@@H:24]3[CH2:29][CH2:28][CH2:27][NH:26][CH2:25]3)[N:15]=2)=[CH:10][CH:9]=1)[C:2]1[CH:7]=[CH:6][CH:5]=[CH:4][CH:3]=1.[Cl:30][CH2:31][CH2:32][C:33](Cl)=[O:34]. The catalyst is C1COCC1.C(OCC)(=O)C. The product is [NH2:23][C:21]1[N:20]=[CH:19][N:18]=[C:17]2[N:16]([C@@H:24]3[CH2:29][CH2:28][CH2:27][N:26]([C:33](=[O:34])[CH2:32][CH2:31][Cl:30])[CH2:25]3)[N:15]=[C:14]([C:11]3[CH:10]=[CH:9][C:8]([O:1][C:2]4[CH:7]=[CH:6][CH:5]=[CH:4][CH:3]=4)=[CH:13][CH:12]=3)[C:22]=12. The yield is 0.620. (2) The reactants are [Br:1][C:2]1[CH:7]=[C:6]([F:8])[CH:5]=[C:4](Br)[CH:3]=1.C([Li])CCC.[B:15](OC(C)C)([O:20]C(C)C)[O:16]C(C)C. The catalyst is O1CCCC1. The product is [Br:1][C:2]1[CH:3]=[C:4]([B:15]([OH:20])[OH:16])[CH:5]=[C:6]([F:8])[CH:7]=1. The yield is 0.140. (3) The reactants are [CH:1]([O:3][C:4](=[O:19])[O:5][CH2:6][CH:7]1[CH2:11][CH2:10][N:9](CC2C=CC=CC=2)[CH2:8]1)=[CH2:2].Cl[C:21]([O:23][CH:24]=[CH2:25])=[O:22]. The catalyst is ClCCCl. The product is [CH:24]([O:23][C:21]([N:9]1[CH2:10][CH2:11][CH:7]([CH2:6][O:5][C:4]([O:3][CH:1]=[CH2:2])=[O:19])[CH2:8]1)=[O:22])=[CH2:25]. The yield is 0.830. (4) The reactants are C(OC([C@H:11]1[C:24](=[O:25])[N:23]([CH:26]2[CH2:30][CH2:29][N:28]([C:31]([O:33][C:34]([CH3:37])([CH3:36])[CH3:35])=[O:32])[CH2:27]2)[CH2:22][C:14]2[C:15]3[CH:16]=[N:17][NH:18][C:19]=3[CH:20]=[CH:21][C:13]=2[CH2:12]1)=O)C1C=CC=CC=1.[H][H].C(N(CC)CC)C.C1C(=O)[N:51](OC(ON2C(=O)CCC2=O)=O)[C:49](=[O:50])C1.C(O)(=O)C.[NH:69]1[CH2:74][CH2:73][CH:72]([N:75]2[CH2:84][C:83]3[C:78](=[CH:79][CH:80]=[CH:81][CH:82]=3)[NH:77][C:76]2=[O:85])[CH2:71][CH2:70]1. The catalyst is CO.[Pd].ClCCl.C(O)(=O)C. The product is [O:25]=[C:24]1[N:23]([CH:26]2[CH2:30][CH2:29][N:28]([C:31]([O:33][C:34]([CH3:37])([CH3:35])[CH3:36])=[O:32])[CH2:27]2)[CH2:22][C:14]2[C:15]3[CH:16]=[N:17][NH:18][C:19]=3[CH:20]=[CH:21][C:13]=2[CH2:12][C@H:11]1[NH:51][C:49]([N:69]1[CH2:70][CH2:71][CH:72]([N:75]2[CH2:84][C:83]3[C:78](=[CH:79][CH:80]=[CH:81][CH:82]=3)[NH:77][C:76]2=[O:85])[CH2:73][CH2:74]1)=[O:50]. The yield is 0.240. (5) The reactants are [F:1][C:2]1[CH:7]=[CH:6][C:5]([N:8]2[C:12]([C:13]3[C:23]([N+:24]([O-])=O)=[CH:22][C:16]4[O:17][CH2:18][C:19](=[O:21])[NH:20][C:15]=4[CH:14]=3)=[CH:11][C:10]([C:27]([F:30])([F:29])[F:28])=[N:9]2)=[CH:4][CH:3]=1. The catalyst is C(O)(=O)C.[Zn]. The product is [NH2:24][C:23]1[C:13]([C:12]2[N:8]([C:5]3[CH:4]=[CH:3][C:2]([F:1])=[CH:7][CH:6]=3)[N:9]=[C:10]([C:27]([F:30])([F:29])[F:28])[CH:11]=2)=[CH:14][C:15]2[NH:20][C:19](=[O:21])[CH2:18][O:17][C:16]=2[CH:22]=1. The yield is 0.650.